Task: Predict the reaction yield, written as a fraction of the theoretical maximum amount of product (1.0 means a 100% yield; for example, 0.34 means a 34% yield).. Dataset: Reaction yield outcomes from USPTO patents with 853,638 reactions (1) The reactants are [O:1]1[C:5](=[O:6])[CH2:4][CH2:3][C:2]1=[O:7].[Al+3].[Cl-].[Cl-].[Cl-].[NH:12]1[CH:16]=[CH:15][CH:14]=[C:13]1[C:17]([O:19][CH2:20][CH3:21])=[O:18]. The catalyst is ClCCCl. The product is [CH2:20]([O:19][C:17]([C:13]1[NH:12][CH:16]=[C:15]([C:2](=[O:7])[CH2:3][CH2:4][C:5]([OH:1])=[O:6])[CH:14]=1)=[O:18])[CH3:21]. The yield is 0.890. (2) The reactants are [NH:1]1[C:5]([C:6]2[CH:7]=[C:8]3[C:12](=[CH:13][CH:14]=2)[NH:11][N:10]=[C:9]3[C:15]2[CH:16]=[C:17]([CH:32]=[CH:33][CH:34]=2)[O:18][CH2:19][CH2:20][NH:21]C(OCC2C=CC=CC=2)=O)=[N:4][CH:3]=[N:2]1.C(O)=O. The catalyst is [Pd].CO. The product is [NH:1]1[C:5]([C:6]2[CH:7]=[C:8]3[C:12](=[CH:13][CH:14]=2)[NH:11][N:10]=[C:9]3[C:15]2[CH:16]=[C:17]([CH:32]=[CH:33][CH:34]=2)[O:18][CH2:19][CH2:20][NH2:21])=[N:4][CH:3]=[N:2]1. The yield is 0.160. (3) The reactants are [CH2:1]([NH:6][C:7]([NH2:9])=[S:8])[CH2:2][CH2:3][CH2:4][CH3:5].[C:10]([CH2:12][C:13](OCC)=[O:14])#[N:11].[O-]CC.[Na+].C(O)(=O)C. The catalyst is C(O)C.O. The product is [NH2:11][C:10]1[N:6]([CH2:1][CH2:2][CH2:3][CH2:4][CH3:5])[C:7](=[S:8])[NH:9][C:13](=[O:14])[CH:12]=1. The yield is 0.650. (4) The reactants are [C:1]([O:4][C@H:5]1[CH2:10][C@H:9]([CH3:11])[CH2:8][CH2:7][C@H:6]1[C:12]([OH:14])=O)(=[O:3])[CH3:2].C(Cl)(=O)C([Cl:18])=O. The catalyst is ClCCl.CN(C)C=O. The product is [C:1]([O:4][C@H:5]1[CH2:10][C@H:9]([CH3:11])[CH2:8][CH2:7][C@H:6]1[C:12]([Cl:18])=[O:14])(=[O:3])[CH3:2]. The yield is 0.990.